Task: Predict the reaction yield, written as a fraction of the theoretical maximum amount of product (1.0 means a 100% yield; for example, 0.34 means a 34% yield).. Dataset: Reaction yield outcomes from USPTO patents with 853,638 reactions (1) The reactants are [Cl:1][C:2]1[N:7]=[C:6]([NH:8][CH:9]2[CH2:12][CH2:11][CH2:10]2)[CH:5]=[N:4][CH:3]=1.[CH2:13]([Li])CCC.CI.[Cl-].[NH4+]. The catalyst is C1COCC1. The product is [Cl:1][C:2]1[N:7]=[C:6]([N:8]([CH:9]2[CH2:12][CH2:11][CH2:10]2)[CH3:13])[CH:5]=[N:4][CH:3]=1. The yield is 0.850. (2) The reactants are [CH3:1][O:2][C:3]1[C:4]([CH3:25])=[C:5]([C:16]([O:23][CH3:24])=[C:17]([O:21][CH3:22])[C:18]=1[O:19][CH3:20])[CH2:6][C:7]1[CH:8]=[CH:9][C:10]([OH:15])=[C:11]([CH:14]=1)[CH:12]=[O:13].[OH-].[Na+].S(OC)(O[CH3:32])(=O)=O.Cl. The catalyst is C(O)C. The product is [CH3:1][O:2][C:3]1[C:4]([CH3:25])=[C:5]([C:16]([O:23][CH3:24])=[C:17]([O:21][CH3:22])[C:18]=1[O:19][CH3:20])[CH2:6][C:7]1[CH:8]=[CH:9][C:10]([O:15][CH3:32])=[C:11]([CH:14]=1)[CH:12]=[O:13]. The yield is 0.690. (3) The reactants are [NH2:1][C:2]1[S:3][CH:4]=[C:5]([C:7]2[CH:12]=[CH:11][N:10]=[CH:9][CH:8]=2)[N:6]=1.C1C(=O)N([Br:20])C(=O)C1. The catalyst is C1COCC1.CN(C=O)C. The product is [Br:20][C:4]1[S:3][C:2]([NH2:1])=[N:6][C:5]=1[C:7]1[CH:12]=[CH:11][N:10]=[CH:9][CH:8]=1. The yield is 0.800.